Predict the reaction yield, written as a fraction of the theoretical maximum amount of product (1.0 means a 100% yield; for example, 0.34 means a 34% yield). From a dataset of Reaction yield outcomes from USPTO patents with 853,638 reactions. (1) The reactants are [ClH:1].[CH3:2][C:3]1[CH:8]=[CH:7][CH:6]=[CH:5][C:4]=1[NH:9][C:10]([C:12]1[CH:16]=[CH:15][S:14][C:13]=1[NH:17]C(=O)OC(C)(C)C)=[O:11].CCOCC. The catalyst is O1CCOCC1. The product is [ClH:1].[NH2:17][C:13]1[S:14][CH:15]=[CH:16][C:12]=1[C:10]([NH:9][C:4]1[CH:5]=[CH:6][CH:7]=[CH:8][C:3]=1[CH3:2])=[O:11]. The yield is 1.00. (2) The reactants are [CH3:1][O:2][C:3]([NH:5][C@H:6]([C:10]([N:12]1[CH2:16][CH2:15][CH2:14][C@H:13]1[C:17]1[NH:18][CH:19]=[C:20]([C:22]2[CH:27]=[CH:26][C:25]([C:28]3[CH:33]=[CH:32][C:31]([C:34]4[N:35]=[C:36]([C@@H:39]5[CH2:47][C:42]6([S:46][CH2:45][CH2:44][S:43]6)[CH2:41][N:40]5[C:48]([O:50][CH2:51][C:52]5[CH:57]=[CH:56][CH:55]=[CH:54][CH:53]=5)=[O:49])[NH:37][CH:38]=4)=[CH:30][CH:29]=3)=[CH:24][CH:23]=2)[N:21]=1)=[O:11])[CH:7]([CH3:9])[CH3:8])=[O:4].[CH3:58][CH:59]([CH3:115])[C@H:60]([NH:110][C:111]([O:113][CH3:114])=[O:112])[C:61]([N:63]1[CH2:67][CH2:66][CH2:65][C@H:64]1[C:68]1[NH:69][CH:70]=[C:71]([C:73]2[CH:78]=[CH:77][C:76]([C:79]3[CH:84]=[CH:83][C:82]([C:85](=[O:109])[CH2:86][NH:87][C:88]([C@@H:90]4[CH2:98][C:93]5([S:97][CH2:96][CH2:95][S:94]5)[CH2:92][N:91]4[C:99]([O:101][CH2:102][C:103]4[CH:108]=[CH:107][CH:106]=[CH:105][CH:104]=4)=[O:100])=[O:89])=[CH:81][CH:80]=3)=[CH:75][CH:74]=2)[N:72]=1)=[O:62]. No catalyst specified. The product is [CH3:1][O:2][C:3]([NH:5][C@H:6]([C:10]([N:12]1[CH2:16][CH2:15][CH2:14][C@H:13]1[C:17]1[NH:18][CH:19]=[C:20]([C:22]2[CH:23]=[CH:24][C:25]([C:28]3[CH:29]=[CH:30][C:31]([C:34]4[N:35]=[C:36]([C@@H:39]5[CH2:47][C:42]6([S:46][CH2:45][CH2:44][S:43]6)[CH2:41][N:40]5[C:48]([O:50][CH2:51][C:52]5[CH:57]=[CH:56][CH:55]=[CH:54][CH:53]=5)=[O:49])[NH:37][CH:38]=4)=[CH:32][CH:33]=3)=[CH:26][CH:27]=2)[N:21]=1)=[O:11])[CH:7]([CH3:9])[CH3:8])=[O:4].[CH3:58][CH:59]([CH3:115])[C@H:60]([NH:110][C:111]([O:113][CH3:114])=[O:112])[C:61]([N:63]1[CH2:67][CH2:66][CH2:65][C@H:64]1[C:68]1[NH:69][CH:70]=[C:71]([C:73]2[CH:74]=[CH:75][C:76]([C:79]3[CH:84]=[CH:83][C:82]([C:85](=[O:109])[CH2:86][NH:87][C:88]([C@@H:90]4[CH2:98][C:93]5([S:97][CH2:96][CH2:95][S:94]5)[CH2:92][N:91]4[C:99]([O:101][CH2:102][C:103]4[CH:108]=[CH:107][CH:106]=[CH:105][CH:104]=4)=[O:100])=[O:89])=[CH:81][CH:80]=3)=[CH:77][CH:78]=2)[N:72]=1)=[O:62].[C:51]([O-:62])(=[O:50])[CH3:52].[NH4+:5]. The yield is 0.870. (3) The reactants are [Cl:1][C:2]1[C:3]([O:12][C:13]2[CH:18]=[C:17]([O:19][CH:20]([CH3:22])[CH3:21])[CH:16]=[CH:15][C:14]=2/[CH:23]=[CH:24]/[C:25]([O:27]CC)=[O:26])=[N:4][CH:5]=[C:6]([C:8]([F:11])([F:10])[F:9])[CH:7]=1.[OH-].[Na+].Cl. The catalyst is O1CCCC1.C(O)C.C1(C)C=CC=CC=1. The product is [Cl:1][C:2]1[C:3]([O:12][C:13]2[CH:18]=[C:17]([O:19][CH:20]([CH3:21])[CH3:22])[CH:16]=[CH:15][C:14]=2/[CH:23]=[CH:24]/[C:25]([OH:27])=[O:26])=[N:4][CH:5]=[C:6]([C:8]([F:10])([F:9])[F:11])[CH:7]=1. The yield is 0.630. (4) The reactants are [CH3:1][O:2][C@@H:3]([C@@H:22]1[CH2:26][CH2:25][CH2:24][N:23]1[C:27]([O:29][C:30]([CH3:33])([CH3:32])[CH3:31])=[O:28])[C@@H:4]([CH3:21])[C:5](=O)[NH:6][C@H:7]([C:15]1[S:16][CH:17]=[CH:18][N:19]=1)[CH2:8][C:9]1[CH:14]=[CH:13][CH:12]=[CH:11][CH:10]=1.COC1C=CC(P2(=S)SP(C3C=CC(OC)=CC=3)(=S)[S:43]2)=CC=1. The catalyst is C1(C)C=CC=CC=1. The product is [CH3:1][O:2][C@@H:3]([C@@H:22]1[CH2:26][CH2:25][CH2:24][N:23]1[C:27]([O:29][C:30]([CH3:33])([CH3:32])[CH3:31])=[O:28])[C@@H:4]([CH3:21])[C:5]([NH:6][C@H:7]([C:15]1[S:16][CH:17]=[CH:18][N:19]=1)[CH2:8][C:9]1[CH:14]=[CH:13][CH:12]=[CH:11][CH:10]=1)=[S:43]. The yield is 0.330.